Task: Predict which catalyst facilitates the given reaction.. Dataset: Catalyst prediction with 721,799 reactions and 888 catalyst types from USPTO (1) Reactant: [C:1]([O:5][C:6]([N:8]1[CH2:13][CH2:12][C:11](Br)([CH:14]([Br:25])[C:15]2[CH:20]=[CH:19][C:18]([C:21]([O:23]C)=[O:22])=[CH:17][CH:16]=2)[CH2:10][CH2:9]1)=[O:7])([CH3:4])([CH3:3])[CH3:2]. Product: [C:1]([O:5][C:6]([N:8]1[CH2:13][CH2:12][C:11](=[C:14]([Br:25])[C:15]2[CH:20]=[CH:19][C:18]([C:21]([OH:23])=[O:22])=[CH:17][CH:16]=2)[CH2:10][CH2:9]1)=[O:7])([CH3:4])([CH3:2])[CH3:3]. The catalyst class is: 273. (2) Reactant: [Cl:1][C:2]1[C:11]2[C:6](=[CH:7][CH:8]=[CH:9][CH:10]=2)[C:5]([N+:12]([O-])=O)=[C:4]([CH3:15])[N:3]=1.[OH-].[Na+]. Product: [Cl:1][C:2]1[C:11]2[C:6](=[CH:7][CH:8]=[CH:9][CH:10]=2)[C:5]([NH2:12])=[C:4]([CH3:15])[N:3]=1. The catalyst class is: 33. (3) Reactant: [N:1](C(OC(C)C)=O)=NC(OC(C)C)=O.[Br:15][C:16]1[C:21]([OH:22])=[CH:20][CH:19]=[CH:18][N:17]=1.[NH2:23][CH2:24][CH2:25][CH2:26]O.C1(P(C2C=CC=CC=2)C2C=CC=CC=2)C=CC=CC=1. Product: [NH3:1].[Br:15][C:16]1[C:21]([O:22][CH2:26][CH2:25][CH2:24][NH2:23])=[CH:20][CH:19]=[CH:18][N:17]=1. The catalyst class is: 12. (4) Reactant: [N:1]1[CH:6]=[CH:5][CH:4]=[CH:3][C:2]=1[C:7]1[CH:8]=[N:9][NH:10][C:11]=1[NH2:12].[CH3:13][O:14][CH2:15][N:16]1[C:24]2[C:19](=[CH:20][C:21]([C:25](=O)[CH2:26][C:27](OCC)=[O:28])=[CH:22][CH:23]=2)[CH:18]=[N:17]1.CC1C=CC(S(O)(=O)=O)=CC=1. Product: [CH3:13][O:14][CH2:15][N:16]1[C:24]2[C:19](=[CH:20][C:21]([C:25]3[NH:12][C:11]4[N:10]([N:9]=[CH:8][C:7]=4[C:2]4[CH:3]=[CH:4][CH:5]=[CH:6][N:1]=4)[C:27](=[O:28])[CH:26]=3)=[CH:22][CH:23]=2)[CH:18]=[N:17]1. The catalyst class is: 114. (5) The catalyst class is: 642. Product: [F:1][C:2]1[CH:3]=[C:4]([NH:26][CH:28]2[CH2:31][CH:30]([C:32]([OH:34])=[O:33])[CH2:29]2)[CH:5]=[CH:6][C:7]=1[C:8]1[S:9][C:10]2[C:15]([N:16]=1)=[CH:14][CH:13]=[C:12]([C:17]1([C:20]3[CH:21]=[CH:22][CH:23]=[CH:24][CH:25]=3)[CH2:18][CH2:19]1)[N:11]=2. Reactant: [F:1][C:2]1[CH:3]=[C:4]([NH2:26])[CH:5]=[CH:6][C:7]=1[C:8]1[S:9][C:10]2[C:15]([N:16]=1)=[CH:14][CH:13]=[C:12]([C:17]1([C:20]3[CH:25]=[CH:24][CH:23]=[CH:22][CH:21]=3)[CH2:19][CH2:18]1)[N:11]=2.O=[C:28]1[CH2:31][CH:30]([C:32]([OH:34])=[O:33])[CH2:29]1.C(N(CC)CC)C. (6) Reactant: [C:1]([O:5][C:6]([N:8]1[C:17]2[C:12](=[CH:13][CH:14]=[C:15]([CH2:18][CH2:19][O:20][C:21]3[CH:22]=[C:23]4[C:27](=[CH:28][CH:29]=3)[NH:26][CH:25]=[CH:24]4)[N:16]=2)[CH2:11][CH2:10][CH2:9]1)=[O:7])([CH3:4])([CH3:3])[CH3:2].[C:30]([O:34]C(N1C2C(=CC=CN=2)CCC1)=O)(C)(C)[CH3:31].P([O-])([O-])([O-])=[O:48].[K+].[K+].[K+].C1(P(C2CCCCC2)C2C=C[CH:65]=[CH:64][C:63]=2[C:68]2[CH:73]=[CH:72][CH:71]=[CH:70][C:69]=2N(C)C)CCCCC1.CN([CH:86]=[O:87])C.[C:88]1(C)[CH:93]=[CH:92][CH:91]=[CH:90][CH:89]=1. Product: [C:1]([O:5][C:6]([N:8]1[C:17]2[C:12](=[CH:13][CH:14]=[C:15]([CH2:18][CH2:19][O:20][C:21]3[CH:22]=[C:23]4[C:27](=[CH:28][CH:29]=3)[N:26]([C:63]([C:68]3[CH:69]=[CH:70][CH:71]=[C:72]([O:87][CH2:86][C:88]5[CH:89]=[CH:90][CH:91]=[CH:92][CH:93]=5)[CH:73]=3)=[CH:64][C:65]([O:34][CH2:30][CH3:31])=[O:48])[CH:25]=[CH:24]4)[N:16]=2)[CH2:11][CH2:10][CH2:9]1)=[O:7])([CH3:4])([CH3:2])[CH3:3]. The catalyst class is: 110.